This data is from NCI-60 drug combinations with 297,098 pairs across 59 cell lines. The task is: Regression. Given two drug SMILES strings and cell line genomic features, predict the synergy score measuring deviation from expected non-interaction effect. (1) Drug 1: C1=CC(=CC=C1CCCC(=O)O)N(CCCl)CCCl. Drug 2: CCC1(CC2CC(C3=C(CCN(C2)C1)C4=CC=CC=C4N3)(C5=C(C=C6C(=C5)C78CCN9C7C(C=CC9)(C(C(C8N6C=O)(C(=O)OC)O)OC(=O)C)CC)OC)C(=O)OC)O.OS(=O)(=O)O. Cell line: M14. Synergy scores: CSS=6.56, Synergy_ZIP=-2.43, Synergy_Bliss=4.79, Synergy_Loewe=1.98, Synergy_HSA=1.94. (2) Drug 1: CCCS(=O)(=O)NC1=C(C(=C(C=C1)F)C(=O)C2=CNC3=C2C=C(C=N3)C4=CC=C(C=C4)Cl)F. Drug 2: C1=CC(=C2C(=C1NCCNCCO)C(=O)C3=C(C=CC(=C3C2=O)O)O)NCCNCCO. Cell line: HCT116. Synergy scores: CSS=45.3, Synergy_ZIP=3.36, Synergy_Bliss=0.892, Synergy_Loewe=-33.0, Synergy_HSA=-0.159. (3) Drug 1: CC1=CC2C(CCC3(C2CCC3(C(=O)C)OC(=O)C)C)C4(C1=CC(=O)CC4)C. Drug 2: C1=CC(=CC=C1C#N)C(C2=CC=C(C=C2)C#N)N3C=NC=N3. Cell line: DU-145. Synergy scores: CSS=-4.09, Synergy_ZIP=7.12, Synergy_Bliss=0.507, Synergy_Loewe=-4.44, Synergy_HSA=-4.35. (4) Drug 1: C1=CC(=C2C(=C1NCCNCCO)C(=O)C3=C(C=CC(=C3C2=O)O)O)NCCNCCO. Drug 2: C1C(C(OC1N2C=NC(=NC2=O)N)CO)O. Cell line: DU-145. Synergy scores: CSS=65.7, Synergy_ZIP=1.80, Synergy_Bliss=3.63, Synergy_Loewe=-19.7, Synergy_HSA=5.24. (5) Drug 1: CS(=O)(=O)OCCCCOS(=O)(=O)C. Drug 2: C(CN)CNCCSP(=O)(O)O. Cell line: NCI-H226. Synergy scores: CSS=4.99, Synergy_ZIP=5.26, Synergy_Bliss=-1.45, Synergy_Loewe=3.83, Synergy_HSA=-2.67.